Task: Predict the reactants needed to synthesize the given product.. Dataset: Full USPTO retrosynthesis dataset with 1.9M reactions from patents (1976-2016) (1) Given the product [C:14]([O:13][C:11]([N:1]1[CH2:6][CH2:5][CH:4]([C:7]([OH:9])=[O:8])[CH2:3][CH2:2]1)=[O:12])([CH3:17])([CH3:15])[CH3:16], predict the reactants needed to synthesize it. The reactants are: [N:1]1([C:11]([O:13][C:14]([CH3:17])([CH3:16])[CH3:15])=[O:12])[CH2:6][CH2:5][CH:4]([C:7]([O:9]C)=[O:8])[CH2:3][CH2:2]1.[Li+].[OH-].CO.O. (2) Given the product [Br:1][C:2]1[CH:3]=[C:4]2[N:9]=[C:16]([C:15]3[C:11]([Br:10])=[CH:12][NH:13][N:14]=3)[NH:8][C:5]2=[N:6][CH:7]=1, predict the reactants needed to synthesize it. The reactants are: [Br:1][C:2]1[CH:3]=[C:4]([NH2:9])[C:5]([NH2:8])=[N:6][CH:7]=1.[Br:10][C:11]1[CH:12]=[N:13][NH:14][C:15]=1[CH:16]=O. (3) Given the product [NH2:14][P:15]([CH2:18][C:19]1[CH:23]=[CH:22][S:21][CH:20]=1)(=[O:16])[OH:17], predict the reactants needed to synthesize it. The reactants are: C([NH:14][P:15]([CH2:18][C:19]1[CH:23]=[CH:22][S:21][CH:20]=1)(=[O:17])[OH:16])(C1C=CC=CC=1)C1C=CC=CC=1.Cl. (4) Given the product [CH3:7][O:8][C:9]1[CH:10]=[CH:11][C:12]([CH2:13][N:14]2[C:18]([CH2:19][NH2:21])=[CH:17][C:16]([C:22]([F:23])([F:24])[F:25])=[N:15]2)=[CH:26][CH:27]=1, predict the reactants needed to synthesize it. The reactants are: [H-].[H-].[H-].[H-].[Li+].[Al+3].[CH3:7][O:8][C:9]1[CH:27]=[CH:26][C:12]([CH2:13][N:14]2[C:18]([C:19]([NH2:21])=O)=[CH:17][C:16]([C:22]([F:25])([F:24])[F:23])=[N:15]2)=[CH:11][CH:10]=1.C(OCC)(=O)C.CCCCCC.S([O-])([O-])(=O)=O.[Na+].[Na+]. (5) Given the product [Br:10][C:11]1[CH:16]=[CH:15][C:14]([CH:17]([OH:21])[C:18]([NH:4][CH3:1])=[O:19])=[C:13]([F:22])[CH:12]=1, predict the reactants needed to synthesize it. The reactants are: [CH:1]([N:4](CC)C(C)C)(C)C.[Br:10][C:11]1[CH:16]=[CH:15][C:14]([CH:17]([OH:21])[C:18](O)=[O:19])=[C:13]([F:22])[CH:12]=1.CN.F[P-](F)(F)(F)(F)F.N1(O[P+](N(C)C)(N(C)C)N(C)C)C2C=CC=CC=2N=N1. (6) Given the product [N:49]1([S:55]([C:58]2[CH:63]=[CH:62][CH:61]=[CH:60][C:59]=2[C:64]2[CH:69]=[CH:68][CH:67]=[C:66]([NH:70][C:22]([C:17]3[C:18](=[O:21])[O:19][C:20]4[C:15]([CH:16]=3)=[CH:14][CH:13]=[CH:12][C:11]=4[OH:10])=[O:24])[CH:65]=2)(=[O:57])=[O:56])[CH2:50][CH2:51][O:52][CH2:53][CH2:54]1, predict the reactants needed to synthesize it. The reactants are: CCN(C(C)C)C(C)C.[OH:10][C:11]1[CH:12]=[CH:13][CH:14]=[C:15]2[C:20]=1[O:19][C:18](=[O:21])[C:17]([C:22]([OH:24])=O)=[CH:16]2.CN(C(ON1N=NC2C=CC=NC1=2)=[N+](C)C)C.F[P-](F)(F)(F)(F)F.[N:49]1([S:55]([C:58]2[CH:63]=[CH:62][CH:61]=[CH:60][C:59]=2[C:64]2[CH:69]=[CH:68][CH:67]=[C:66]([NH2:70])[CH:65]=2)(=[O:57])=[O:56])[CH2:54][CH2:53][O:52][CH2:51][CH2:50]1. (7) Given the product [CH:1]([CH:4]1[CH2:5][NH:6][CH2:7][CH2:8][NH:9]1)([CH3:3])[CH3:2], predict the reactants needed to synthesize it. The reactants are: [CH:1]([CH:4]1[NH:9][C:8](=O)[CH2:7][NH:6][C:5]1=O)([CH3:3])[CH3:2].[H-].[Al+3].[Li+].[H-].[H-].[H-]. (8) Given the product [F:1][C:2]1[CH:7]=[C:6]([F:8])[CH:5]=[CH:4][C:3]=1[C:9](=[O:11])/[CH:10]=[CH:12]/[N:13]([CH3:15])[CH3:14], predict the reactants needed to synthesize it. The reactants are: [F:1][C:2]1[CH:7]=[C:6]([F:8])[CH:5]=[CH:4][C:3]=1[C:9](=[O:11])[CH3:10].[CH3:12][N:13]([CH:15](OC)OC)[CH3:14]. (9) Given the product [C:6]([C:7]1[N:11]2[CH:12]=[CH:13][N:14]=[CH:15][C:10]2=[N:9][CH:8]=1)#[CH:5], predict the reactants needed to synthesize it. The reactants are: C[Si]([C:5]#[C:6][C:7]1[N:11]2[CH:12]=[CH:13][N:14]=[CH:15][C:10]2=[N:9][CH:8]=1)(C)C.[F-].C([N+](CCCC)(CCCC)CCCC)CCC.